Dataset: Forward reaction prediction with 1.9M reactions from USPTO patents (1976-2016). Task: Predict the product of the given reaction. (1) Given the reactants [Cl:1][C:2]1[CH:10]=[C:9]([O:11][CH3:12])[C:8]([N+:13]([O-:15])=[O:14])=[CH:7][C:3]=1[C:4]([NH2:6])=O.O=C(Cl)OC(Cl)(Cl)Cl, predict the reaction product. The product is: [Cl:1][C:2]1[CH:10]=[C:9]([O:11][CH3:12])[C:8]([N+:13]([O-:15])=[O:14])=[CH:7][C:3]=1[C:4]#[N:6]. (2) Given the reactants [CH:1]1([NH:4][C:5]2[N:13]=[C:12]([NH:14]C(=O)C(C)C)[N:11]=[C:10]3[C:6]=2[N:7]=[CH:8][N:9]3[C@@H:20]2[CH2:24][C@H:23]([CH2:25][OH:26])[CH:22]=[CH:21]2)[CH2:3][CH2:2]1.[OH-].[Na+].[OH:29][S:30]([OH:33])(=[O:32])=[O:31], predict the reaction product. The product is: [CH2:2]1[CH:1]([NH:4][C:5]2[C:6]3[N:7]=[CH:8][N:9]([C@H:20]4[CH:21]=[CH:22][C@@H:23]([CH2:25][OH:26])[CH2:24]4)[C:10]=3[N:11]=[C:12]([NH2:14])[N:13]=2)[CH2:3]1.[CH2:2]1[CH:1]([NH:4][C:5]2[C:6]3[N:7]=[CH:8][N:9]([C@H:20]4[CH:21]=[CH:22][C@@H:23]([CH2:25][OH:26])[CH2:24]4)[C:10]=3[N:11]=[C:12]([NH2:14])[N:13]=2)[CH2:3]1.[OH:32][S:30]([OH:33])(=[O:31])=[O:29]. (3) Given the reactants C([O:3][C:4](=[O:34])/[CH:5]=[C:6](\[CH3:33])/[CH:7]=[CH:8]/[CH:9]=[C:10](/[C:15]1[C:24]([O:25][CH2:26][CH2:27][CH3:28])=[CH:23][C:22]2[C:21]([CH3:30])([CH3:29])[CH2:20][CH2:19][C:18]([CH3:32])([CH3:31])[C:17]=2[CH:16]=1)\[C:11]([F:14])([F:13])[F:12])C.[OH-].[Na+].CCO, predict the reaction product. The product is: [F:12][C:11]([F:13])([F:14])/[C:10](/[C:15]1[C:24]([O:25][CH2:26][CH2:27][CH3:28])=[CH:23][C:22]2[C:21]([CH3:30])([CH3:29])[CH2:20][CH2:19][C:18]([CH3:32])([CH3:31])[C:17]=2[CH:16]=1)=[CH:9]\[CH:8]=[CH:7]\[C:6](\[CH3:33])=[CH:5]\[C:4]([OH:34])=[O:3]. (4) Given the reactants C([C:4]1[CH:9]=[C:8]([O:10][C:11]2[CH:16]=[CH:15][C:14]([NH:17][C:18]([C:20]3[C:21](=[O:35])[N:22]([C:29]4[CH:34]=[CH:33][CH:32]=[CH:31][CH:30]=4)[N:23]4[CH2:28][CH2:27][O:26][CH2:25][C:24]=34)=[O:19])=[CH:13][CH:12]=2)[CH:7]=[CH:6][N:5]=1)(=O)N.CC#[N:38].O.C(OI(C1C=CC=CC=1)OC(=O)C)(=O)C, predict the reaction product. The product is: [NH2:38][C:4]1[CH:9]=[C:8]([O:10][C:11]2[CH:16]=[CH:15][C:14]([NH:17][C:18]([C:20]3[C:21](=[O:35])[N:22]([C:29]4[CH:30]=[CH:31][CH:32]=[CH:33][CH:34]=4)[N:23]4[CH2:28][CH2:27][O:26][CH2:25][C:24]=34)=[O:19])=[CH:13][CH:12]=2)[CH:7]=[CH:6][N:5]=1. (5) The product is: [CH3:15][C:14]1([CH3:16])[C:2]2[C:3](=[CH:4][C:5]([N+:9]([O-:11])=[O:10])=[CH:6][C:7]=2[CH3:8])[NH:12][C:13]1=[O:17]. Given the reactants Br[C:2]1[C:7]([CH3:8])=[CH:6][C:5]([N+:9]([O-:11])=[O:10])=[CH:4][C:3]=1[NH:12][C:13](=[O:17])[C:14]([CH3:16])=[CH2:15].C(N(CC)CC)C.C([O-])=O.[Na+], predict the reaction product. (6) The product is: [ClH:39].[NH2:8][C:9]1([C:12]2[NH:13][C:14]([C:22]3[C:31]([F:32])=[CH:30][CH:29]=[C:28]4[C:23]=3[N:24]=[C:25]([NH:34][CH:35]3[CH2:37][CH2:36]3)[C:26]([CH3:33])=[N:27]4)=[CH:15][C:16]=2[C:17]([OH:19])=[O:18])[CH2:10][CH2:11]1. Given the reactants C(OC([NH:8][C:9]1([C:12]2[NH:13][C:14]([C:22]3[C:31]([F:32])=[CH:30][CH:29]=[C:28]4[C:23]=3[N:24]=[C:25]([NH:34][CH:35]3[CH2:37][CH2:36]3)[C:26]([CH3:33])=[N:27]4)=[CH:15][C:16]=2[C:17]([O:19]CC)=[O:18])[CH2:11][CH2:10]1)=O)(C)(C)C.O.[ClH:39].[OH-].[Na+], predict the reaction product.